Task: Predict the reactants needed to synthesize the given product.. Dataset: Full USPTO retrosynthesis dataset with 1.9M reactions from patents (1976-2016) (1) Given the product [Br:1][C:2]1[O:3][C:4]([C:7]([O:9][CH2:16][CH3:17])=[O:8])=[CH:5][CH:6]=1, predict the reactants needed to synthesize it. The reactants are: [Br:1][C:2]1[O:3][C:4]([C:7]([OH:9])=[O:8])=[CH:5][CH:6]=1.C(=O)([O-])[O-].[K+].[K+].[CH2:16](I)[CH3:17].O. (2) Given the product [C:2]([C:7]1[O:11][C:10]([CH2:12][N:13]2[N:17]=[C:16]([NH:18][C:32]([C:28]3[N:29]=[CH:30][O:31][C:27]=3[C:23]3[CH:24]=[CH:25][CH:26]=[C:21]([N:20]([CH3:35])[CH3:19])[CH:22]=3)=[O:33])[CH:15]=[N:14]2)=[CH:9][CH:8]=1)(=[O:6])[CH3:1], predict the reactants needed to synthesize it. The reactants are: [CH3:1][C:2]1([C:7]2[O:11][C:10]([CH2:12][N:13]3[N:17]=[C:16]([NH2:18])[CH:15]=[N:14]3)=[CH:9][CH:8]=2)[O:6]CCO1.[CH3:19][N:20]([CH3:35])[C:21]1[CH:22]=[C:23]([C:27]2[O:31][CH:30]=[N:29][C:28]=2[C:32](O)=[O:33])[CH:24]=[CH:25][CH:26]=1. (3) Given the product [CH2:31]([C@H:30]1[C@@H:26]([C:6]2[N:7]3[C:12]4[CH:13]=[CH:14][NH:15][C:11]=4[N:10]=[CH:9][C:8]3=[C:4]([CH2:1][OH:41])[N:5]=2)[CH2:27][C@@H:28]([NH:33][S:34]([CH:37]2[CH2:39][CH2:38]2)(=[O:35])=[O:36])[CH2:29]1)[CH3:32], predict the reactants needed to synthesize it. The reactants are: [CH2:1]([C:4]1[N:5]=[C:6]([C@@H:26]2[C@H:30]([CH2:31][CH3:32])[CH2:29][C@H:28]([NH:33][S:34]([CH:37]3[CH2:39][CH2:38]3)(=[O:36])=[O:35])[CH2:27]2)[N:7]2[C:12]3[CH:13]=[CH:14][N:15](S(C4C=CC(C)=CC=4)(=O)=O)[C:11]=3[N:10]=[CH:9][C:8]=12)C=C.I([O-])(=O)(=O)=[O:41].[Na+].[BH4-].[Na+].Cl.[OH-].[Na+]. (4) Given the product [CH2:10]([O:12][C:13]1[CH:18]=[CH:17][C:16]([NH:19][C:20]([NH:9][CH2:8][CH2:7][C:2]2[CH:3]=[CH:4][CH:5]=[CH:6][N:1]=2)=[O:21])=[CH:15][CH:14]=1)[CH3:11], predict the reactants needed to synthesize it. The reactants are: [N:1]1[CH:6]=[CH:5][CH:4]=[CH:3][C:2]=1[CH2:7][CH2:8][NH2:9].[CH2:10]([O:12][C:13]1[CH:18]=[CH:17][C:16]([N:19]=[C:20]=[O:21])=[CH:15][CH:14]=1)[CH3:11].